Task: Regression/Classification. Given a drug SMILES string, predict its toxicity properties. Task type varies by dataset: regression for continuous values (e.g., LD50, hERG inhibition percentage) or binary classification for toxic/non-toxic outcomes (e.g., AMES mutagenicity, cardiotoxicity, hepatotoxicity). Dataset: herg_karim.. Dataset: hERG potassium channel inhibition data for cardiac toxicity prediction from Karim et al. (1) The drug is Cc1cn(-c2cc(NC(=O)c3ccc(C)c(Nc4nccc(-c5cccnc5)n4)c3)cc(C(F)(F)F)c2)cn1. The result is 0 (non-blocker). (2) The drug is Cc1nc(-c2ccncc2)sc1-c1ccc2cc(CCN3CCC[C@H]3C)ccc2n1. The result is 1 (blocker). (3) The molecule is COc1nccnc1N1C(=O)N(c2ccc(-c3ccc(C(=O)O)cc3C)cc2)C(=O)C12CCN(Cc1ncccc1C)CC2. The result is 1 (blocker). (4) The result is 0 (non-blocker). The molecule is Nc1nccc2cc(OC3CCCNC3)ccc12. (5) The drug is N#C[C@H]1CCOC[C@@H]1n1cc(C(N)=O)c(Nc2ccc(C3CC3)cc2)n1. The result is 0 (non-blocker). (6) The drug is COCCN1CCC[C@@H](Cn2c(-c3ccccc3C)nc3cc(-c4ccc(Cl)cc4)sc3c2=O)C1. The result is 1 (blocker). (7) The compound is CC(C)N1CCN(C(=O)N2CCC(NC(=O)C3CCCC3)CC2)CC1. The result is 0 (non-blocker). (8) The molecule is CC(CC(C)(CS(=O)(=O)N1CCN(c2ccc(F)cc2)CC1)N(O)C=O)c1ncc(F)cn1. The result is 0 (non-blocker). (9) The drug is CCOc1cc(Nc2nc3c(cc2F)ncn3[C@@H](CO)c2ccc(F)cn2)[nH]n1. The result is 0 (non-blocker).